Dataset: Peptide-MHC class I binding affinity with 185,985 pairs from IEDB/IMGT. Task: Regression. Given a peptide amino acid sequence and an MHC pseudo amino acid sequence, predict their binding affinity value. This is MHC class I binding data. (1) The peptide sequence is WISDNTHIYL. The MHC is HLA-A68:02 with pseudo-sequence HLA-A68:02. The binding affinity (normalized) is 0.855. (2) The binding affinity (normalized) is 0.0258. The peptide sequence is FQPQNGQTI. The MHC is H-2-Kb with pseudo-sequence H-2-Kb. (3) The peptide sequence is KPIPHRTVL. The MHC is HLA-B27:05 with pseudo-sequence HLA-B27:05. The binding affinity (normalized) is 0.0847.